Dataset: Tyrosyl-DNA phosphodiesterase HTS with 341,365 compounds. Task: Binary Classification. Given a drug SMILES string, predict its activity (active/inactive) in a high-throughput screening assay against a specified biological target. (1) The compound is Brc1cc2c(C(=O)N3CCN(CC3)c3ncccn3)cc(nc2cc1)c1cccnc1. The result is 0 (inactive). (2) The drug is Clc1c(Cc2oc(nn2)C2CN(C(=O)C2)c2ccc(cc2)C)ccc(F)c1. The result is 0 (inactive).